This data is from Reaction yield outcomes from USPTO patents with 853,638 reactions. The task is: Predict the reaction yield, written as a fraction of the theoretical maximum amount of product (1.0 means a 100% yield; for example, 0.34 means a 34% yield). (1) The reactants are C(Cl)(=O)C(Cl)=O.CS(C)=O.[F:11][C:12]1[CH:17]=[CH:16][C:15]([S:18]([N:21]([CH3:41])[C@H:22]([CH2:38][CH2:39]O)[CH2:23][N:24]2[C:32]3[C:27](=[CH:28][CH:29]=[CH:30][CH:31]=3)[C:26]([CH2:33][C:34]([O:36][CH3:37])=[O:35])=[CH:25]2)(=[O:20])=[O:19])=[CH:14][CH:13]=1.C(N(CC)CC)C.C1(C)C=CC(S([O-])(=O)=O)=CC=1.[NH+]1C=CC=CC=1.[Al]. The catalyst is C(Cl)Cl.C1(C)C=CC=CC=1.O.CCOC(C)=O.CC(OC)(C)C. The product is [F:11][C:12]1[CH:17]=[CH:16][C:15]([S:18]([N:21]([CH3:41])[C@H:22]2[CH2:23][N:24]3[C:32]4[C:27]([C:26]([CH2:33][C:34]([O:36][CH3:37])=[O:35])=[C:25]3[CH:39]=[CH:38]2)=[CH:28][CH:29]=[CH:30][CH:31]=4)(=[O:19])=[O:20])=[CH:14][CH:13]=1. The yield is 0.730. (2) The reactants are Cl[C:2]1[CH:7]=[C:6]([CH:8]([S:17][C:18]2[CH:23]=[CH:22][C:21]([Cl:24])=[CH:20][CH:19]=2)[C:9]2[CH:14]=[C:13]([F:15])[CH:12]=[CH:11][C:10]=2[F:16])[C:5]([Cl:25])=[CH:4][N:3]=1.[CH3:26][S:27][CH2:28][CH2:29][NH2:30]. The catalyst is O1CCOCC1. The product is [Cl:25][C:5]1[C:6]([CH:8]([S:17][C:18]2[CH:23]=[CH:22][C:21]([Cl:24])=[CH:20][CH:19]=2)[C:9]2[CH:14]=[C:13]([F:15])[CH:12]=[CH:11][C:10]=2[F:16])=[CH:7][C:2]([NH:30][CH2:29][CH2:28][S:27][CH3:26])=[N:3][CH:4]=1. The yield is 0.130.